Dataset: Retrosynthesis with 50K atom-mapped reactions and 10 reaction types from USPTO. Task: Predict the reactants needed to synthesize the given product. (1) Given the product Cc1nn(C)c(Cl)c1S(=O)(=O)Oc1cccc(C2(c3cc(Cl)nc(Cl)c3)N=C(N)c3ccccc32)c1, predict the reactants needed to synthesize it. The reactants are: Cc1nn(C)c(Cl)c1S(=O)(=O)Cl.NC1=NC(c2cccc(O)c2)(c2cc(Cl)nc(Cl)c2)c2ccccc21. (2) Given the product O=[N+]([O-])c1cc2nc(Cl)n([C@@H]3O[C@H](COCc4ccccc4)[C@@H](OCc4ccccc4)[C@H]3OCc3ccccc3)c2cc1[N+](=O)[O-], predict the reactants needed to synthesize it. The reactants are: ClC1O[C@H](COCc2ccccc2)[C@@H](OCc2ccccc2)[C@H]1OCc1ccccc1.O=[N+]([O-])c1cc2nc(Cl)[nH]c2cc1[N+](=O)[O-]. (3) Given the product O=C(Nc1ccnnc1)Oc1ccccc1, predict the reactants needed to synthesize it. The reactants are: Nc1ccnnc1.O=C(Cl)Oc1ccccc1. (4) Given the product CCOC(=O)C1C(=O)C[C@H]2CC3(C[C@@H]12)OCCO3, predict the reactants needed to synthesize it. The reactants are: CCOC(=O)[C@H]1[C@@H](O)C[C@H]2CC3(C[C@H]21)OCCO3. (5) Given the product COC(=O)c1ccc2c(C(=O)c3ccc(OCCN4CCCCC4)cc3)c(-c3ccc(OCCN4CCCC4)cc3)sc2c1, predict the reactants needed to synthesize it. The reactants are: COC(=O)c1ccc2c(C(=O)c3ccc(OCCN4CCCCC4)cc3)c(-c3ccc(O)cc3)sc2c1.ClCCN1CCCC1. (6) Given the product O=C(c1ncn([C@H]2CCCC[C@]2(O)COC2CCS(=O)(=O)CC2)c1-c1ccccc1)N1CCNC[C@H]1Cc1ccccc1, predict the reactants needed to synthesize it. The reactants are: CC(C)(C)OC(=O)N1CCN(C(=O)c2ncn(C3CCCCC3(O)COC3CCS(=O)(=O)CC3)c2-c2ccccc2)[C@H](Cc2ccccc2)C1. (7) Given the product C[C@H](CCC1CCCCC1)CCC1OC1(C)C, predict the reactants needed to synthesize it. The reactants are: CC(C)=CCC[C@H](C)CCC1CCCCC1.O=S([O-])[O-].